This data is from Reaction yield outcomes from USPTO patents with 853,638 reactions. The task is: Predict the reaction yield, written as a fraction of the theoretical maximum amount of product (1.0 means a 100% yield; for example, 0.34 means a 34% yield). (1) The reactants are [CH:1]([N:4]1[C:8]([C:9]2[N:18]=[C:17]3[N:11]([CH2:12][CH2:13][O:14][C:15]4[CH:22]=[C:21]([N:23]5[CH2:28][CH2:27][CH2:26][CH2:25][CH:24]5[C:29](O)=[O:30])[CH:20]=[CH:19][C:16]=43)[CH:10]=2)=[N:7][CH:6]=[N:5]1)([CH3:3])[CH3:2].CC[N:34]=C=NCCCN(C)C.C1C=CC2N(O)N=NC=2C=1.CCN(C(C)C)C(C)C.[Cl-].[NH4+]. The catalyst is CN(C=O)C. The product is [CH:1]([N:4]1[C:8]([C:9]2[N:18]=[C:17]3[C:16]4[CH:19]=[CH:20][C:21]([N:23]5[CH2:28][CH2:27][CH2:26][CH2:25][CH:24]5[C:29]([NH2:34])=[O:30])=[CH:22][C:15]=4[O:14][CH2:13][CH2:12][N:11]3[CH:10]=2)=[N:7][CH:6]=[N:5]1)([CH3:3])[CH3:2]. The yield is 0.0600. (2) The reactants are [F:1][C:2]1[CH:7]=[CH:6][C:5]([C:8]2[NH:12][N:11]=[C:10]([C:13]3(O)[CH2:21][CH:20]4[N:16]([CH2:17][CH2:18][CH2:19]4)[CH2:15][CH2:14]3)[C:9]=2[C:23]2[CH:28]=[CH:27][N:26]=[CH:25][CH:24]=2)=[CH:4][CH:3]=1.[OH-].[Na+]. The catalyst is Cl. The product is [F:1][C:2]1[CH:3]=[CH:4][C:5]([C:8]2[NH:12][N:11]=[C:10]([C:13]3[CH2:21][CH:20]4[N:16]([CH2:17][CH2:18][CH2:19]4)[CH2:15][CH:14]=3)[C:9]=2[C:23]2[CH:28]=[CH:27][N:26]=[CH:25][CH:24]=2)=[CH:6][CH:7]=1. The yield is 0.370. (3) The product is [CH2:1]([NH:3][C:4]1[CH:9]=[CH:8][N:7]=[CH:6][C:5]=1[NH2:10])[CH3:2]. The yield is 0.940. The reactants are [CH2:1]([NH:3][C:4]1[CH:9]=[CH:8][N:7]=[CH:6][C:5]=1[N+:10]([O-])=O)[CH3:2]. The catalyst is C(O)C.[Pd]. (4) The reactants are [Cl:1][C:2]1[CH:7]=[CH:6][C:5]([C:8]2[C:12]([CH2:13][O:14][C:15]3[CH:23]=[CH:22][C:18]([C:19]([OH:21])=O)=[CH:17][N:16]=3)=[CH:11][O:10][N:9]=2)=[CH:4][CH:3]=1.[CH3:24][CH:25]([NH2:30])[C:26]([F:29])([F:28])[F:27]. No catalyst specified. The product is [Cl:1][C:2]1[CH:3]=[CH:4][C:5]([C:8]2[C:12]([CH2:13][O:14][C:15]3[CH:23]=[CH:22][C:18]([C:19]([NH:30][C@@H:25]([CH3:24])[C:26]([F:29])([F:28])[F:27])=[O:21])=[CH:17][N:16]=3)=[CH:11][O:10][N:9]=2)=[CH:6][CH:7]=1. The yield is 0.980. (5) The reactants are [CH:1]1([CH2:6][C@H:7]([C:11]2[CH:16]=[CH:15][C:14]([Cl:17])=[C:13]([Cl:18])[CH:12]=2)[C:8]([OH:10])=O)[CH2:5][CH2:4][CH2:3][CH2:2]1.C(Cl)(=O)C(Cl)=O.[NH2:25][C:26]1[CH:35]=[CH:34][C:33]2[C:28](=[CH:29][CH:30]=[CH:31][CH:32]=2)[N:27]=1.N1C=CC=CC=1. The catalyst is C(Cl)Cl.CN(C)C=O.O1CCCC1.O. The product is [CH:1]1([CH2:6][C@H:7]([C:11]2[CH:16]=[CH:15][C:14]([Cl:17])=[C:13]([Cl:18])[CH:12]=2)[C:8]([NH:25][C:26]2[CH:35]=[CH:34][C:33]3[C:28](=[CH:29][CH:30]=[CH:31][CH:32]=3)[N:27]=2)=[O:10])[CH2:2][CH2:3][CH2:4][CH2:5]1. The yield is 0.650. (6) The reactants are [C:1]([C:3]1[CH:23]=[CH:22][C:6]([CH2:7][NH:8][C:9](=[O:21])[CH:10]([CH3:20])[CH2:11][NH:12]C(=O)OC(C)(C)C)=[CH:5][CH:4]=1)#[N:2].C(O)(C(F)(F)F)=O. No catalyst specified. The product is [NH2:12][CH2:11][CH:10]([CH3:20])[C:9]([NH:8][CH2:7][C:6]1[CH:5]=[CH:4][C:3]([C:1]#[N:2])=[CH:23][CH:22]=1)=[O:21]. The yield is 0.740. (7) The reactants are [CH2:1]([N:8]1[CH2:13][CH2:12][CH:11]([C:14]([C:27]2[CH:32]=[CH:31][C:30]([CH:33]([CH3:35])[CH3:34])=[CH:29][CH:28]=2)([C:16]2[C:21]([CH3:22])=[CH:20][C:19]([CH3:23])=[C:18]([CH3:24])[C:17]=2[O:25]C)O)[CH2:10][CH2:9]1)[C:2]1[CH:7]=[CH:6][CH:5]=[CH:4][CH:3]=1.Br.[OH-].[Na+]. The catalyst is C(O)(=O)C. The product is [CH2:1]([N:8]1[CH2:13][CH2:12][C:11]2([CH:14]([C:27]3[CH:28]=[CH:29][C:30]([CH:33]([CH3:35])[CH3:34])=[CH:31][CH:32]=3)[C:16]3[C:21]([CH3:22])=[CH:20][C:19]([CH3:23])=[C:18]([CH3:24])[C:17]=3[O:25]2)[CH2:10][CH2:9]1)[C:2]1[CH:3]=[CH:4][CH:5]=[CH:6][CH:7]=1. The yield is 0.760.